Predict the product of the given reaction. From a dataset of Forward reaction prediction with 1.9M reactions from USPTO patents (1976-2016). Given the reactants C[Si]([N-][Si](C)(C)C)(C)C.[Li+].[C:11]([O:15][C:16]([N:18]1[CH2:23][CH:22]=[C:21]([CH2:24][NH:25][C:26]2[CH:31]=[CH:30][N:29]=[C:28]([Cl:32])[C:27]=2[Br:33])[CH2:20][CH2:19]1)=[O:17])([CH3:14])([CH3:13])[CH3:12].[Cl:34][C:35]1[CH:36]=[C:37]([CH:41]=[CH:42][N:43]=1)[C:38](Cl)=[O:39], predict the reaction product. The product is: [C:11]([O:15][C:16]([N:18]1[CH2:19][CH:20]=[C:21]([CH2:24][N:25]([C:26]2[CH:31]=[CH:30][N:29]=[C:28]([Cl:32])[C:27]=2[Br:33])[C:38]([C:37]2[CH:41]=[CH:42][N:43]=[C:35]([Cl:34])[CH:36]=2)=[O:39])[CH2:22][CH2:23]1)=[O:17])([CH3:14])([CH3:12])[CH3:13].